Dataset: Forward reaction prediction with 1.9M reactions from USPTO patents (1976-2016). Task: Predict the product of the given reaction. (1) Given the reactants [OH:1][CH:2](CO)[CH2:3][N:4]([CH3:44])[C:5]([C:7]1[N:16]2[C:10]([CH2:11][N:12]([C:25]([C:27]3[CH:32]=[CH:31][C:30]([C:33]4[CH:38]=[CH:37][CH:36]=[CH:35][C:34]=4[C:39]([F:42])([F:41])[F:40])=[C:29]([CH3:43])[CH:28]=3)=[O:26])[C:13]3[CH:20]=[C:19]([O:21][CH3:22])[C:18]([O:23][CH3:24])=[CH:17][C:14]=3[CH2:15]2)=[CH:9][CH:8]=1)=[O:6].[O:47]=[C:48](Cl)OC(Cl)(Cl)Cl.C(N(CC)CC)C.N(CCO)CCO, predict the reaction product. The product is: [OH:47][CH2:48][CH2:44][N:4]([CH2:3][CH2:2][OH:1])[C:5]([C:7]1[N:16]2[C:10]([CH2:11][N:12]([C:25]([C:27]3[CH:32]=[CH:31][C:30]([C:33]4[CH:38]=[CH:37][CH:36]=[CH:35][C:34]=4[C:39]([F:41])([F:40])[F:42])=[C:29]([CH3:43])[CH:28]=3)=[O:26])[C:13]3[CH:20]=[C:19]([O:21][CH3:22])[C:18]([O:23][CH3:24])=[CH:17][C:14]=3[CH2:15]2)=[CH:9][CH:8]=1)=[O:6]. (2) Given the reactants [CH2:1]([OH:8])[C:2]1[CH:7]=[CH:6][CH:5]=[CH:4][CH:3]=1.[H-].[Na+].[CH3:11][C:12]1([CH3:28])[CH2:17][O:16][CH:15]([CH2:18][NH:19][C:20]2[C:25]([F:26])=[CH:24][CH:23]=[C:22](F)[N:21]=2)[CH2:14][O:13]1, predict the reaction product. The product is: [CH2:1]([O:8][C:22]1[N:21]=[C:20]([NH:19][CH2:18][CH:15]2[CH2:14][O:13][C:12]([CH3:11])([CH3:28])[CH2:17][O:16]2)[C:25]([F:26])=[CH:24][CH:23]=1)[C:2]1[CH:7]=[CH:6][CH:5]=[CH:4][CH:3]=1. (3) The product is: [CH3:31][C:30](=[CH2:29])[CH2:32][C:2]1([C:14]([O:16][CH3:17])=[O:15])[CH2:3][N:4]([C:7]([O:9][C:10]([CH3:12])([CH3:13])[CH3:11])=[O:8])[CH2:5][CH2:6][N:1]1[C:18]([O:20][CH2:21][C:22]1[CH:27]=[CH:26][CH:25]=[CH:24][CH:23]=1)=[O:19]. Given the reactants [N:1]1([C:18]([O:20][CH2:21][C:22]2[CH:27]=[CH:26][CH:25]=[CH:24][CH:23]=2)=[O:19])[CH2:6][CH2:5][N:4]([C:7]([O:9][C:10]([CH3:13])([CH3:12])[CH3:11])=[O:8])[CH2:3][CH:2]1[C:14]([O:16][CH3:17])=[O:15].Br[CH2:29][C:30]([CH3:32])=[CH2:31], predict the reaction product.